This data is from Reaction yield outcomes from USPTO patents with 853,638 reactions. The task is: Predict the reaction yield, written as a fraction of the theoretical maximum amount of product (1.0 means a 100% yield; for example, 0.34 means a 34% yield). (1) The reactants are [CH:1]([C:4]1[CH:9]=[CH:8][C:7]([CH:10]2[C:14]3[C:15]([CH3:29])=[C:16]([NH:21][C:22]([C:24]4[S:25][CH:26]=[CH:27][CH:28]=4)=O)[C:17]([CH3:20])=[C:18]([CH3:19])[C:13]=3[O:12][C:11]2([CH3:31])[CH3:30])=[CH:6][CH:5]=1)([CH3:3])[CH3:2]. The catalyst is CO. The product is [CH:1]([C:4]1[CH:5]=[CH:6][C:7]([CH:10]2[C:14]3[C:15]([CH3:29])=[C:16]([NH:21][CH2:22][C:24]4[S:25][CH:26]=[CH:27][CH:28]=4)[C:17]([CH3:20])=[C:18]([CH3:19])[C:13]=3[O:12][C:11]2([CH3:31])[CH3:30])=[CH:8][CH:9]=1)([CH3:3])[CH3:2]. The yield is 0.610. (2) The reactants are [CH3:1][C:2]([CH3:17])([CH3:16])[C:3]#[C:4][C:5]1[CH:10]=[C:9]([N+:11]([O-:13])=[O:12])[CH:8]=[C:7]([F:14])[C:6]=1[NH2:15].N1C=CC=CC=1.[C:24](Cl)(=[O:28])[CH2:25][CH2:26][CH3:27]. The catalyst is C(Cl)Cl. The product is [CH3:1][C:2]([CH3:17])([CH3:16])[C:3]#[C:4][C:5]1[CH:10]=[C:9]([N+:11]([O-:13])=[O:12])[CH:8]=[C:7]([F:14])[C:6]=1[NH:15][C:24](=[O:28])[CH2:25][CH2:26][CH3:27]. The yield is 0.620. (3) The reactants are [Br:1][C:2]1[N:7]=[CH:6][C:5]2[N:8]=[C:9]([C@H:15]([OH:17])[CH3:16])[N:10]([C@@H:11]([CH2:13][CH3:14])[CH3:12])[C:4]=2[CH:3]=1.[O:18]1[CH:23]=[CH:22][CH2:21][CH2:20][CH2:19]1.C1(C)C=CC(S(O)(=O)=O)=CC=1. The catalyst is O1CCCC1.C(=O)(O)[O-].[Na+]. The product is [Br:1][C:2]1[N:7]=[CH:6][C:5]2[N:8]=[C:9]([C@H:15]([O:17][CH:19]3[CH2:20][CH2:21][CH2:22][CH2:23][O:18]3)[CH3:16])[N:10]([C@@H:11]([CH2:13][CH3:14])[CH3:12])[C:4]=2[CH:3]=1. The yield is 0.580. (4) The reactants are [Cl:1][C:2]1[C:3]([O:12][C:13]2[CH:18]=[C:17]([O:19][CH2:20][CH2:21][O:22][CH3:23])[CH:16]=[CH:15][C:14]=2[CH2:24][OH:25])=[N:4][CH:5]=[C:6]([C:8]([F:11])([F:10])[F:9])[CH:7]=1.Cl[S:27]([N:30]=[C:31]=[O:32])(=[O:29])=[O:28].[CH3:33][O:34][CH2:35][CH2:36][CH2:37][NH2:38].Cl. The catalyst is ClCCl.C(OCC)(=O)C.N1C=CC=CC=1. The product is [CH3:33][O:34][CH2:35][CH2:36][CH2:37][NH:38][S:27]([NH:30][C:31](=[O:32])[O:25][CH2:24][C:14]1[CH:15]=[CH:16][C:17]([O:19][CH2:20][CH2:21][O:22][CH3:23])=[CH:18][C:13]=1[O:12][C:3]1[C:2]([Cl:1])=[CH:7][C:6]([C:8]([F:9])([F:11])[F:10])=[CH:5][N:4]=1)(=[O:29])=[O:28]. The yield is 0.610. (5) The reactants are C(OC(=O)[NH:7][CH2:8][C:9]1[CH:14]=[CH:13][C:12]([CH2:15][NH:16][C:17]2[C:22]3[CH:23]=[CH:24][N:25]([CH2:26][C:27]4[CH:32]=[CH:31][C:30]([CH2:33][N:34]5[CH:39]=[CH:38][CH:37]=[CH:36][C:35]5=[O:40])=[CH:29][CH:28]=4)[C:21]=3[CH:20]=[CH:19][N:18]=2)=[CH:11][CH:10]=1)(C)(C)C.Cl. The catalyst is CO.O1CCOCC1. The product is [NH2:7][CH2:8][C:9]1[CH:10]=[CH:11][C:12]([CH2:15][NH:16][C:17]2[C:22]3[CH:23]=[CH:24][N:25]([CH2:26][C:27]4[CH:32]=[CH:31][C:30]([CH2:33][N:34]5[CH:39]=[CH:38][CH:37]=[CH:36][C:35]5=[O:40])=[CH:29][CH:28]=4)[C:21]=3[CH:20]=[CH:19][N:18]=2)=[CH:13][CH:14]=1. The yield is 0.490. (6) The reactants are O.[O:2]=[CH:3][C@@H:4]([C@@H:6]([C@H:8]([C@H:10]([CH3:12])[OH:11])[OH:9])[OH:7])[OH:5].[CH3:13]O. No catalyst specified. The product is [O:2]([CH3:13])[C@@H:3]1[O:11][C@@H:10]([CH3:12])[C@H:8]([OH:9])[C@@H:6]([OH:7])[C@H:4]1[OH:5].[O:2]([CH3:13])[C@H:3]1[O:11][C@@H:10]([CH3:12])[C@H:8]([OH:9])[C@@H:6]([OH:7])[C@H:4]1[OH:5]. The yield is 0.900.